From a dataset of Full USPTO retrosynthesis dataset with 1.9M reactions from patents (1976-2016). Predict the reactants needed to synthesize the given product. The reactants are: Br[C:2]1[CH:10]=[C:9]2[C:5]([C:6]3([CH2:15][CH2:14][CH2:13][CH2:12]3)[C:7](=[O:11])[NH:8]2)=[CH:4][CH:3]=1.[B:16]1([B:16]2[O:20][C:19]([CH3:22])([CH3:21])[C:18]([CH3:24])([CH3:23])[O:17]2)[O:20][C:19]([CH3:22])([CH3:21])[C:18]([CH3:24])([CH3:23])[O:17]1.C([O-])(=O)C.[K+]. Given the product [CH3:23][C:18]1([CH3:24])[C:19]([CH3:22])([CH3:21])[O:20][B:16]([C:2]2[CH:10]=[C:9]3[C:5]([C:6]4([CH2:15][CH2:14][CH2:13][CH2:12]4)[C:7](=[O:11])[NH:8]3)=[CH:4][CH:3]=2)[O:17]1, predict the reactants needed to synthesize it.